From a dataset of Full USPTO retrosynthesis dataset with 1.9M reactions from patents (1976-2016). Predict the reactants needed to synthesize the given product. (1) The reactants are: [CH3:1][O:2][C:3]1[C:8]2[O:9][C:10]3([O:19][C:7]=2[C:6]([C:20]([OH:22])=[O:21])=[CH:5][CH:4]=1)[CH2:15][CH2:14][N:13](C(=O)C)[CH2:12][CH2:11]3.[Li+].[OH-].Cl.[CH3:26]O. Given the product [CH3:1][O:2][C:3]1[C:8]2[O:9][C:10]3([O:19][C:7]=2[C:6]([C:20]([O:22][CH3:26])=[O:21])=[CH:5][CH:4]=1)[CH2:15][CH2:14][NH:13][CH2:12][CH2:11]3, predict the reactants needed to synthesize it. (2) The reactants are: [C:1]([C:3]1[CH:8]=[CH:7][C:6]([NH:9][CH:10]([C:23]2[CH:28]=[C:27]([O:29][CH2:30][CH3:31])[C:26]([O:32][CH2:33][CH3:34])=[CH:25][C:24]=2[N:35]([S:37]([CH3:40])(=[O:39])=[O:38])[CH3:36])[C:11]([NH:13][S:14]([C:17]2[CH:22]=[CH:21][CH:20]=[CH:19][CH:18]=2)(=[O:16])=[O:15])=[O:12])=[CH:5][CH:4]=1)#[N:2].C([N:44](C(C)C)CC)(C)C.Cl.NO. Given the product [C:17]1([S:14]([NH:13][C:11](=[O:12])[CH:10]([NH:9][C:6]2[CH:7]=[CH:8][C:3]([C:1]([NH2:44])=[NH:2])=[CH:4][CH:5]=2)[C:23]2[CH:28]=[C:27]([O:29][CH2:30][CH3:31])[C:26]([O:32][CH2:33][CH3:34])=[CH:25][C:24]=2[N:35]([S:37]([CH3:40])(=[O:38])=[O:39])[CH3:36])(=[O:16])=[O:15])[CH:18]=[CH:19][CH:20]=[CH:21][CH:22]=1, predict the reactants needed to synthesize it. (3) The reactants are: [Br:1][C:2]1[CH:3]=[C:4]2[C:9](=[CH:10][CH:11]=1)[C:8](=[O:12])[N:7]([CH2:13][C:14]1[CH:19]=[CH:18][C:17]([S:20]([CH3:22])=O)=[CH:16][CH:15]=1)[C:6]([C:23](=[O:26])[CH2:24][CH3:25])=[C:5]2[C:27]1[CH:32]=[CH:31][CH:30]=[CH:29][CH:28]=1.BrC[O:35][C:36](=[O:38])[CH3:37]. Given the product [Br:1][C:2]1[CH:3]=[C:4]2[C:9](=[CH:10][CH:11]=1)[C:8](=[O:12])[N:7]([CH2:13][C:14]1[CH:19]=[CH:18][C:17]([S:20][CH2:22][O:38][C:36](=[O:35])[CH3:37])=[CH:16][CH:15]=1)[C:6]([C:23](=[O:26])[CH2:24][CH3:25])=[C:5]2[C:27]1[CH:32]=[CH:31][CH:30]=[CH:29][CH:28]=1, predict the reactants needed to synthesize it. (4) Given the product [Br:16][CH2:1][C:2]1[CH:7]=[CH:6][C:5]([C:8]([OH:11])([CH3:10])[CH3:9])=[CH:4][C:3]=1[C:12]([F:13])([F:14])[F:15], predict the reactants needed to synthesize it. The reactants are: [CH3:1][C:2]1[CH:7]=[CH:6][C:5]([C:8]([OH:11])([CH3:10])[CH3:9])=[CH:4][C:3]=1[C:12]([F:15])([F:14])[F:13].[Br:16]N1C(=O)CCC1=O.